Dataset: Peptide-MHC class I binding affinity with 185,985 pairs from IEDB/IMGT. Task: Regression. Given a peptide amino acid sequence and an MHC pseudo amino acid sequence, predict their binding affinity value. This is MHC class I binding data. (1) The binding affinity (normalized) is 0.0847. The MHC is HLA-B51:01 with pseudo-sequence HLA-B51:01. The peptide sequence is AQKLATKPV. (2) The peptide sequence is QAQGILQTL. The MHC is Patr-B0101 with pseudo-sequence Patr-B0101. The binding affinity (normalized) is 0.322.